This data is from Reaction yield outcomes from USPTO patents with 853,638 reactions. The task is: Predict the reaction yield, written as a fraction of the theoretical maximum amount of product (1.0 means a 100% yield; for example, 0.34 means a 34% yield). The reactants are C(=O)([O-])[O-].[K+].[K+].[CH3:7][CH:8]1[C:16]2[C:11](=[CH:12][C:13]([OH:18])=[C:14]([OH:17])[CH:15]=2)[CH2:10][CH2:9]1.Cl[CH2:20][C:21]([CH2:23]Cl)=[CH2:22]. The catalyst is O1CCOCC1. The product is [CH3:7][CH:8]1[C:16]2[CH:15]=[C:14]3[O:17][CH2:22][C:21](=[CH2:20])[CH2:23][O:18][C:13]3=[CH:12][C:11]=2[CH2:10][CH2:9]1. The yield is 0.360.